Task: Predict the reactants needed to synthesize the given product.. Dataset: Retrosynthesis with 50K atom-mapped reactions and 10 reaction types from USPTO Given the product CC(=O)c1cc([N+](=O)[O-])c(Sc2nccn2C)s1, predict the reactants needed to synthesize it. The reactants are: CC(=O)c1cc([N+](=O)[O-])c(Cl)s1.Cn1ccnc1S.